The task is: Predict the reactants needed to synthesize the given product.. This data is from Full USPTO retrosynthesis dataset with 1.9M reactions from patents (1976-2016). (1) The reactants are: [OH:1][N:2]=[C:3]([C:6]1[CH:11]=[CH:10][CH:9]=[C:8]([O:12][C:13]2[CH:18]=[CH:17][CH:16]=[CH:15][CH:14]=2)[CH:7]=1)[C:4]#N.[OH-:19].[K+].[CH2:21]([OH:23])C.Cl. Given the product [OH:1]/[N:2]=[C:3](/[C:6]1[CH:11]=[CH:10][CH:9]=[C:8]([O:12][C:13]2[CH:18]=[CH:17][CH:16]=[CH:15][CH:14]=2)[CH:7]=1)\[C:4]([O:23][CH3:21])=[O:19], predict the reactants needed to synthesize it. (2) Given the product [Br:1][C:2]1[CH:6]=[CH:5][N:4]([C:13]([C:7]2[CH:12]=[CH:11][CH:10]=[CH:9][CH:8]=2)([C:20]2[CH:21]=[CH:22][CH:23]=[CH:24][CH:25]=2)[C:14]2[CH:15]=[CH:16][CH:17]=[CH:18][CH:19]=2)[N:3]=1, predict the reactants needed to synthesize it. The reactants are: [Br:1][C:2]1[CH:6]=[CH:5][NH:4][N:3]=1.[C:7]1([C:13](Cl)([C:20]2[CH:25]=[CH:24][CH:23]=[CH:22][CH:21]=2)[C:14]2[CH:19]=[CH:18][CH:17]=[CH:16][CH:15]=2)[CH:12]=[CH:11][CH:10]=[CH:9][CH:8]=1.CCN(CC)CC.O.C(Cl)Cl. (3) The reactants are: Br[C:2]1[CH:10]=[CH:9][CH:8]=[C:7]2[C:3]=1[C:4]([C:15]([N:17]1[CH2:22][CH2:21][CH:20]([C:23]3[CH:24]=[C:25]([CH:34]=[CH:35][C:36]=3[F:37])[CH2:26][NH:27][C:28](=[O:33])[C:29]([F:32])([F:31])[F:30])[CH2:19][CH2:18]1)=[O:16])=[CH:5][N:6]2[CH2:11][CH2:12][O:13][CH3:14].[N:38]1[CH:43]=[CH:42][C:41](B(O)O)=[CH:40][C:39]=1[CH3:47].C(=O)([O-])[O-].[Cs+].[Cs+].C(Cl)Cl. Given the product [F:30][C:29]([F:32])([F:31])[C:28]([NH:27][CH2:26][C:25]1[CH:34]=[CH:35][C:36]([F:37])=[C:23]([CH:20]2[CH2:19][CH2:18][N:17]([C:15]([C:4]3[C:3]4[C:7](=[CH:8][CH:9]=[CH:10][C:2]=4[C:41]4[CH:42]=[CH:43][N:38]=[C:39]([CH3:47])[CH:40]=4)[N:6]([CH2:11][CH2:12][O:13][CH3:14])[CH:5]=3)=[O:16])[CH2:22][CH2:21]2)[CH:24]=1)=[O:33], predict the reactants needed to synthesize it. (4) Given the product [NH2:22][C:19]1[CH:20]=[CH:21][C:16]([O:15][C:4]2[CH:3]=[C:2]([Cl:1])[CH:7]=[CH:6][C:5]=2[NH:8][CH2:9][C:10]([O:12][CH2:13][CH3:14])=[O:11])=[C:17]([Cl:25])[CH:18]=1, predict the reactants needed to synthesize it. The reactants are: [Cl:1][C:2]1[CH:7]=[CH:6][C:5]([NH:8][CH2:9][C:10]([O:12][CH2:13][CH3:14])=[O:11])=[C:4]([O:15][C:16]2[CH:21]=[CH:20][C:19]([N+:22]([O-])=O)=[CH:18][C:17]=2[Cl:25])[CH:3]=1. (5) Given the product [C:1]([O:5][C:6](=[O:24])[CH2:7][CH2:8][C@H:9]([NH:13][C:14]([O:16][CH2:17][C:18]1[CH:23]=[CH:22][CH:21]=[CH:20][CH:19]=1)=[O:15])[C:10]([N:58]1[CH2:57][CH2:56][N:55]([C:51]2[CH:52]=[CH:53][CH:54]=[C:49]([O:48][CH3:47])[CH:50]=2)[CH2:60][CH2:59]1)=[O:12])([CH3:2])([CH3:3])[CH3:4], predict the reactants needed to synthesize it. The reactants are: [C:1]([O:5][C:6](=[O:24])[CH2:7][CH2:8][C@H:9]([NH:13][C:14]([O:16][CH2:17][C:18]1[CH:23]=[CH:22][CH:21]=[CH:20][CH:19]=1)=[O:15])[C:10]([OH:12])=O)([CH3:4])([CH3:3])[CH3:2].[B-](F)(F)(F)F.CCOC(C(C#N)=NOC(N(C)C)=[N+](C)C)=O.[CH3:47][O:48][C:49]1[CH:50]=[C:51]([N:55]2[CH2:60][CH2:59][NH:58][CH2:57][CH2:56]2)[CH:52]=[CH:53][CH:54]=1. (6) Given the product [CH2:2]([O:4][C:5]([C:7]1[C:8]2[S:16][CH:15]=[C:14]([CH2:17][O:18][C:19]3[CH:24]=[CH:23][CH:22]=[C:21]([C:25]4[O:26][C:27]([CH3:30])=[N:28][N:29]=4)[CH:20]=3)[C:9]=2[C:10]([NH2:1])=[N:11][CH:12]=1)=[O:6])[CH3:3], predict the reactants needed to synthesize it. The reactants are: [NH3:1].[CH2:2]([O:4][C:5]([C:7]1[C:8]2[S:16][CH:15]=[C:14]([CH2:17][O:18][C:19]3[CH:24]=[CH:23][CH:22]=[C:21]([C:25]4[O:26][C:27]([CH3:30])=[N:28][N:29]=4)[CH:20]=3)[C:9]=2[C:10](Cl)=[N:11][CH:12]=1)=[O:6])[CH3:3]. (7) Given the product [CH3:1][CH:2]([CH3:18])[CH2:3][NH:4][C:5]1[C:14]2[C:9](=[CH:10][CH:11]=[CH:12][N:13]=2)[N:8]=[CH:7][C:6]=1[NH2:15], predict the reactants needed to synthesize it. The reactants are: [CH3:1][CH:2]([CH3:18])[CH2:3][NH:4][C:5]1[C:14]2[C:9](=[CH:10][CH:11]=[CH:12][N:13]=2)[N:8]=[CH:7][C:6]=1[N+:15]([O-])=O.S([O-])([O-])(=O)=O.[Mg+2]. (8) Given the product [F:17][C:14]1[CH:13]=[CH:12][C:11]([C:10]2[C:4]3[C:5](=[N:6][CH:7]=[C:2]([C:32]4[CH:33]=[C:34]([O:38][CH3:39])[C:35]([O:36][CH3:37])=[C:30]([O:29][CH3:28])[CH:31]=4)[CH:3]=3)[NH:8][CH:9]=2)=[CH:16][CH:15]=1, predict the reactants needed to synthesize it. The reactants are: Br[C:2]1[CH:3]=[C:4]2[C:10]([C:11]3[CH:16]=[CH:15][C:14]([F:17])=[CH:13][CH:12]=3)=[CH:9][N:8](S(C3C=CC(C)=CC=3)(=O)=O)[C:5]2=[N:6][CH:7]=1.[CH3:28][O:29][C:30]1[CH:31]=[C:32](B(O)O)[CH:33]=[C:34]([O:38][CH3:39])[C:35]=1[O:36][CH3:37].C([O-])([O-])=O.[Na+].[Na+].CCOC(C)=O. (9) Given the product [C:41]([OH:48])(=[O:47])/[CH:42]=[CH:43]/[C:44]([OH:46])=[O:45].[N:1]1([C:32]2([CH2:31][O:34][C:35]3[CH:36]=[N:37][CH:38]=[CH:39][CH:40]=3)[CH2:33][CH2:28]2)[CH2:44][CH2:43][CH2:42][CH2:41]1, predict the reactants needed to synthesize it. The reactants are: [N:1](C(OC(C)C)=O)=NC(OC(C)C)=O.[C:32]1(P([C:28]2[CH:33]=[CH:32][CH:31]=CC=2)[C:32]2[CH:31]=CC=[CH:28][CH:33]=2)[CH:31]=CC=[CH:28][CH:33]=1.[OH:34][C:35]1[CH:36]=[N:37][CH:38]=[CH:39][CH:40]=1.[C:41]([OH:48])(=[O:47])/[CH:42]=[CH:43]/[C:44]([OH:46])=[O:45].